Dataset: Peptide-MHC class I binding affinity with 185,985 pairs from IEDB/IMGT. Task: Regression. Given a peptide amino acid sequence and an MHC pseudo amino acid sequence, predict their binding affinity value. This is MHC class I binding data. (1) The peptide sequence is KLDNHDILTY. The MHC is HLA-A33:01 with pseudo-sequence HLA-A33:01. The binding affinity (normalized) is 0. (2) The peptide sequence is GLYSSTVPV. The MHC is HLA-A68:02 with pseudo-sequence HLA-A68:02. The binding affinity (normalized) is 0.348.